This data is from Experimentally validated miRNA-target interactions with 360,000+ pairs, plus equal number of negative samples. The task is: Binary Classification. Given a miRNA mature sequence and a target amino acid sequence, predict their likelihood of interaction. (1) The miRNA is hsa-miR-192-5p with sequence CUGACCUAUGAAUUGACAGCC. The protein sequence of the target gene is MSSSSPTGQIASAADIKQENGMESASEGQEAHREVAGGAAVGLSPPAPAPFPLEPGDAATAAARVSGEEGAVAAAAAGAAADQVQLHSELLGRHHHAAAAAAQTPLAFSPDHVACVCEALQQGGNLDRLARFLWSLPQSDLLRGNESLLKARALVAFHQGIYPELYSILESHSFESANHPLLQQLWYKARYTEAERARGRPLGAVDKYRLRRKFPLPRTIWDGEETVYCFKEKSRNALKELYKQNRYPSPAEKRHLAKITGLSLTQVSNWFKNRRQRDRNPSETQSKSESDGNPSTEDES.... Result: 1 (interaction). (2) The miRNA is hsa-miR-3689e with sequence UGUGAUAUCAUGGUUCCUGGGA. The protein sequence of the target gene is MATALSEEELDNEDYYSLLNVRREASSEELKAAYRRLCMLYHPDKHRDPELKSQAERLFNLVHQAYEVLSDPQTRAIYDIYGKRGLEMEGWEVVERRRTPAEIREEFERLQREREERRLQQRTNPKGTISVGVDATDLFDRYDEEYEDVSGSSFPQIEINKMHISQSIEAPLTATDTAILSGSLSTQNGNGGGSINFALRRVTSAKGWGELEFGAGDLQGPLFGLKLFRNLTPRCFVTTNCALQFSSRGIRPGLTTVLARNLDKNTVGYLQWRWGIQSAMNTSIVRDTKTSHFTVALQLG.... Result: 0 (no interaction). (3) The miRNA is mmu-miR-6999-3p with sequence CUUCAGCUGUCCUCCUUUCUGU. The protein sequence of the target gene is MGQQISDQTQLVINKLPEKVAKHVTLVRESGSLTYEEFLGRVAELNDVTAKVASGQEKHLLFEVQPGSDSSAFWKVVVRVVCTKINKSSGIVEASRIMNLYQFIQLYKDITSQAAGVLAQSSTSEEPDENSSSVTSCQASLWMGRVKQLTDEEECCICMDGRADLILPCAHSFCQKCIDKWSDRHRNCPICRLQMTGANESWVVSDAPTEDDMANYILNMADEAGQPHRP. Result: 0 (no interaction). (4) The miRNA is hsa-miR-27b-3p with sequence UUCACAGUGGCUAAGUUCUGC. The protein sequence of the target gene is MAAEIHSRPQSSRPVLLSKIEGHQDAVTAALLIPKEDGVITASEDRTIRVWLKRDSGQYWPSIYHTMASPCSAMAYHHDSRRIFVGQDNGAVMEFHVSEDFNKMNFIKTYPAHQNRVSAIIFSLATEWVISTGHDKCVSWMCTRSGNMLGRHFFTSWASCLQYDFDTQYAFVGDYSGQITLLKLEQNTCSVITTLKGHEGSVACLWWDPIQRLLFSGASDNSIIMWDIGGRKGRTLLLQGHHDKVQSLCYLQLTRQLVSCSSDGGIAVWNMDVSREEAPQWLESDSCQKCEQPFFWNIKQ.... Result: 1 (interaction). (5) The miRNA is hsa-miR-4317 with sequence ACAUUGCCAGGGAGUUU. The protein sequence of the target gene is MESTGSVGEAPGGPRVLVVGGGIAGLGAAQRLCGHSAFPHLRVLEATARAGGRIRSERCFGGVVEVGAHWIHGPSRGNPVFQLAAEYGLLGEKELSQENQLVETGGHVGLPSVSYASSGASVSLQLVAEMATLFYGLIDQTREFLHAAETPVPSVGEYLKKEIGQHVAGWTEDEETRKLKLAVLNSFFNLECCVSGTHSMDLVALAPFGEYTVLPGLDCTFSKGYQGLTNCMMAALPEDTVVFEKPVKTIHWNGSFQEAAFPGETFPVSVECEDGDRFPAHHVIVTVPLGFLREHLDTFF.... Result: 1 (interaction). (6) The miRNA is ssc-miR-421-3p with sequence AUCAACAGACAUUAAUUGGGCGC. The protein sequence of the target gene is MRFTFPLMAIVLEIAMIVLFGLFVEYETDQTVLEQLNITKPTDMGIFFELYPLFQDVHVMIFVGFGFLMTFLKKYGFSSVGINLLVAALGLQWGTIVQGILQSQGQKFNIGIKNMINADFSAATVLISFGAVLGKTSPTQMLIMTILEIVFFAHNEYLVSEIFKASDIGASMTIHAFGAYFGLAVAGILYRSGLRKGHENEESAYYSDLFAMIGTLFLWMFWPSFNSAIAEPGDKQCRAIVNTYFSLAACVLTAFAFSSLVEHRGKLNMVHIQNATLAGGVAVGTCADMAIHPFGSMIIG.... Result: 0 (no interaction).